Dataset: Reaction yield outcomes from USPTO patents with 853,638 reactions. Task: Predict the reaction yield, written as a fraction of the theoretical maximum amount of product (1.0 means a 100% yield; for example, 0.34 means a 34% yield). (1) The reactants are [CH:1]1([N:7]2[C:12]([OH:13])=[C:11]([C:14]([NH:16][CH2:17][C:18]([O:20]CC)=[O:19])=[O:15])[C:10](=[O:23])[NH:9][C:8]2=[O:24])[CH2:6][CH2:5][CH2:4][CH2:3][CH2:2]1.C(=O)([O-])[O-].[K+].[K+].[CH3:31][C:32]1[CH:39]=[C:38]([CH3:40])[CH:37]=[CH:36][C:33]=1[CH2:34]Br.Cl. The product is [CH:1]1([N:7]2[C:12]([OH:13])=[C:11]([C:14]([NH:16][CH2:17][C:18]([OH:20])=[O:19])=[O:15])[C:10](=[O:23])[N:9]([CH2:34][C:33]3[CH:36]=[CH:37][C:38]([CH3:40])=[CH:39][C:32]=3[CH3:31])[C:8]2=[O:24])[CH2:2][CH2:3][CH2:4][CH2:5][CH2:6]1. The catalyst is CN(C)C=O. The yield is 0.400. (2) The reactants are [Cl:1][C:2]1[C:10]2[N:9]=[C:8]3[N:11]([C:15]4[CH:20]=[CH:19][C:18]([Cl:21])=[CH:17][C:16]=4[Cl:22])[CH2:12][CH2:13][CH2:14][N:7]3[C:6]=2[C:5]([CH:23]([OH:27])[CH:24]([CH3:26])[CH3:25])=[CH:4][CH:3]=1.[H-].[Na+].[CH3:30]I. The catalyst is CN(C)C=O. The product is [Cl:1][C:2]1[C:10]2[N:9]=[C:8]3[N:11]([C:15]4[CH:20]=[CH:19][C:18]([Cl:21])=[CH:17][C:16]=4[Cl:22])[CH2:12][CH2:13][CH2:14][N:7]3[C:6]=2[C:5]([CH:23]([O:27][CH3:30])[CH:24]([CH3:25])[CH3:26])=[CH:4][CH:3]=1. The yield is 0.580. (3) The reactants are [CH3:1][O:2][C:3](=[O:13])[CH2:4][O:5][C:6]1[CH:11]=[CH:10][C:9]([NH2:12])=[CH:8][CH:7]=1.C(N(CC)CC)C.Cl[C:22](Cl)([O:24]C(=O)OC(Cl)(Cl)Cl)Cl. The catalyst is C1(C)C=CC=CC=1. The product is [CH3:1][O:2][C:3](=[O:13])[CH2:4][O:5][C:6]1[CH:11]=[CH:10][C:9]([N:12]=[C:22]=[O:24])=[CH:8][CH:7]=1. The yield is 0.583. (4) The reactants are [C:1]([OH:5])(=[O:4])[CH:2]=O.[C:6]([O:10][C:11]([NH:13][C:14]1[CH:19]=[CH:18][C:17](B(O)O)=[CH:16][CH:15]=1)=[O:12])([CH3:9])([CH3:8])[CH3:7]. The catalyst is C1(C)C=CC=CC=1. The product is [C:6]([O:10][C:11]([NH:13][C:14]1[CH:19]=[CH:18][C:17]([CH:2]([N:13]([CH:14]([CH3:19])[CH3:15])[CH3:11])[C:1]([OH:5])=[O:4])=[CH:16][CH:15]=1)=[O:12])([CH3:9])([CH3:8])[CH3:7]. The yield is 0.620. (5) The product is [CH2:14]([N:21]1[CH2:26][CH2:25][C:24]([OH:27])([C:7]2[C:2]([Br:1])=[N:3][CH:4]=[CH:5][CH:6]=2)[CH2:23][CH2:22]1)[C:15]1[CH:16]=[CH:17][CH:18]=[CH:19][CH:20]=1. The catalyst is O1CCCC1. The reactants are [Br:1][C:2]1[C:7](Br)=[CH:6][CH:5]=[CH:4][N:3]=1.CC([Mg]Cl)C.[CH2:14]([N:21]1[CH2:26][CH2:25][C:24](=[O:27])[CH2:23][CH2:22]1)[C:15]1[CH:20]=[CH:19][CH:18]=[CH:17][CH:16]=1. The yield is 0.230. (6) The yield is 0.860. The product is [CH:23]1([C:29]2[C:30]3[CH:31]=[CH:32][C:33]([C:50]([O:52][CH3:53])=[O:51])=[CH:34][C:35]=3[N:36]3[CH2:42][CH:41]([C:43]([N:54]4[CH2:59][CH2:58][O:57][CH2:56][CH2:55]4)=[O:44])[CH2:40][C:39]4[CH:46]=[CH:47][CH:48]=[CH:49][C:38]=4[C:37]=23)[CH2:28][CH2:27][CH2:26][CH2:25][CH2:24]1. The catalyst is CN(C=O)C. The reactants are CN(C(ON1N=NC2C=CC=CC1=2)=[N+](C)C)C.[B-](F)(F)(F)F.[CH:23]1([C:29]2[C:30]3[CH:31]=[CH:32][C:33]([C:50]([O:52][CH3:53])=[O:51])=[CH:34][C:35]=3[N:36]3[CH2:42][CH:41]([C:43](O)=[O:44])[CH2:40][C:39]4[CH:46]=[CH:47][CH:48]=[CH:49][C:38]=4[C:37]=23)[CH2:28][CH2:27][CH2:26][CH2:25][CH2:24]1.[NH:54]1[CH2:59][CH2:58][O:57][CH2:56][CH2:55]1.C(N(CC)C(C)C)(C)C. (7) The catalyst is O1CCOCC1. The yield is 0.940. The reactants are C(OC([N:8]1[CH2:12][CH2:11][CH2:10][C@@H:9]1[CH2:13][NH:14][C:15]1[CH:20]=[CH:19][C:18]([O:21][C:22]2[CH:27]=[CH:26][CH:25]=[CH:24][CH:23]=2)=[CH:17][CH:16]=1)=O)(C)(C)C.Cl. The product is [O:21]([C:18]1[CH:19]=[CH:20][C:15]([NH:14][CH2:13][C@H:9]2[CH2:10][CH2:11][CH2:12][NH:8]2)=[CH:16][CH:17]=1)[C:22]1[CH:23]=[CH:24][CH:25]=[CH:26][CH:27]=1. (8) The reactants are Cl.[C:2]12([CH2:12][CH2:13][N:14]([CH2:22][CH2:23][CH2:24][CH2:25][CH3:26])[C:15]([C@H:17]3[CH2:21][CH2:20][CH2:19][NH:18]3)=[O:16])[CH2:11][CH:6]3[CH2:7][CH:8]([CH2:10][CH:4]([CH2:5]3)[CH2:3]1)[CH2:9]2.C(=O)([O-])[O-].[K+].[K+].CI.Cl.[Cl:36][CH2:37][CH2:38][C:39]1[CH:44]=[CH:43][N:42]=[CH:41][CH:40]=1.[OH-].[Na+]. The catalyst is CN(C)C=O.C(OCC)C. The product is [ClH:36].[C:2]12([CH2:12][CH2:13][N:14]([CH2:22][CH2:23][CH2:24][CH2:25][CH3:26])[C:15]([C@H:17]3[CH2:21][CH2:20][CH2:19][N:18]3[CH2:37][CH2:38][C:39]3[CH:44]=[CH:43][N:42]=[CH:41][CH:40]=3)=[O:16])[CH2:9][CH:8]3[CH2:10][CH:4]([CH2:5][CH:6]([CH2:7]3)[CH2:11]1)[CH2:3]2. The yield is 0.470. (9) The catalyst is CN(C=O)C. The reactants are [CH2:1]1[S:5][C@@H:4]([CH2:6][CH2:7][CH2:8][CH2:9][C:10]([OH:12])=O)[C@H:3]2[NH:13][C:14]([NH:16][C@@H:2]12)=[O:15].F[P-](F)(F)(F)(F)F.N1(OC(N(C)C)=[N+](C)C)C2C=CC=CC=2N=N1.CCN(C(C)C)C(C)C.[C:50]([NH:57][CH2:58][CH2:59][O:60][CH2:61][CH2:62][O:63][CH2:64][CH2:65][NH2:66])([O:52][C:53]([CH3:56])([CH3:55])[CH3:54])=[O:51]. The yield is 0.900. The product is [C:50]([NH:57][CH2:58][CH2:59][O:60][CH2:61][CH2:62][O:63][CH2:64][CH2:65][NH:66][C:10](=[O:12])[CH2:9][CH2:8][CH2:7][CH2:6][C@H:4]1[C@@H:3]2[C@@H:2]([NH:16][C:14]([NH:13]2)=[O:15])[CH2:1][S:5]1)([O:52][C:53]([CH3:56])([CH3:55])[CH3:54])=[O:51]. (10) The reactants are [CH:1]1([CH2:6][CH:7]([C:11]2[CH:16]=[CH:15][C:14]([S:17][C:18]([F:21])([F:20])[F:19])=[CH:13][CH:12]=2)[C:8]([OH:10])=[O:9])[CH2:5][CH2:4][CH2:3][CH2:2]1.[CH3:22]O. The catalyst is S(=O)(=O)(O)O. The product is [CH3:22][O:9][C:8](=[O:10])[CH:7]([C:11]1[CH:16]=[CH:15][C:14]([S:17][C:18]([F:21])([F:19])[F:20])=[CH:13][CH:12]=1)[CH2:6][CH:1]1[CH2:5][CH2:4][CH2:3][CH2:2]1. The yield is 0.990.